From a dataset of Catalyst prediction with 721,799 reactions and 888 catalyst types from USPTO. Predict which catalyst facilitates the given reaction. (1) Reactant: NC1C=C(S(C)(=O)=O)C=CC=1NCC1CC1.[CH:17]1([CH2:20][N:21]2[C:25]3[CH:26]=[CH:27][C:28]([S:30]([CH3:33])(=[O:32])=[O:31])=[CH:29][C:24]=3[N:23]=[C:22]2[CH2:34][C:35]([CH3:38])([CH3:37])[CH3:36])[CH2:19][CH2:18]1.[ClH:39]. Product: [ClH:39].[CH:17]1([CH2:20][N:21]2[C:25]3[CH:26]=[CH:27][C:28]([S:30]([CH3:33])(=[O:31])=[O:32])=[CH:29][C:24]=3[N:23]=[C:22]2[CH2:34][C:35]([CH3:38])([CH3:37])[CH3:36])[CH2:18][CH2:19]1. The catalyst class is: 13. (2) The catalyst class is: 11. Reactant: CC[N:3]([CH2:6][CH3:7])[CH2:4]C.C1(P(N=[N+]=[N-])(C2C=CC=CC=2)=[O:15])C=CC=CC=1.[CH3:25][O:26][C:27](=[O:40])[C:28]1[CH:36]=[C:35]([O:37][CH2:38][CH3:39])C=C(C(O)=O)[CH:29]=1.[CH2:41]([OH:48])[C:42]1[CH:47]=[CH:46][CH:45]=[CH:44][CH:43]=1. Product: [CH3:25][O:26][C:27](=[O:40])[C:28]1[CH:36]=[C:35]([O:37][CH2:38][CH3:39])[CH:7]=[C:6]([NH:3][C:4]([O:48][CH2:41][C:42]2[CH:47]=[CH:46][CH:45]=[CH:44][CH:43]=2)=[O:15])[CH:29]=1.